This data is from Peptide-MHC class I binding affinity with 185,985 pairs from IEDB/IMGT. The task is: Regression. Given a peptide amino acid sequence and an MHC pseudo amino acid sequence, predict their binding affinity value. This is MHC class I binding data. (1) The peptide sequence is RPAIVVPAF. The MHC is HLA-B40:01 with pseudo-sequence HLA-B40:01. The binding affinity (normalized) is 0.0847. (2) The peptide sequence is ITYLMNRFK. The MHC is HLA-A80:01 with pseudo-sequence HLA-A80:01. The binding affinity (normalized) is 0.0847. (3) The peptide sequence is KLNSWDVFGNW. The MHC is Mamu-A02 with pseudo-sequence Mamu-A02. The binding affinity (normalized) is 0.327.